Dataset: TCR-epitope binding with 47,182 pairs between 192 epitopes and 23,139 TCRs. Task: Binary Classification. Given a T-cell receptor sequence (or CDR3 region) and an epitope sequence, predict whether binding occurs between them. (1) The epitope is TAFTIPSI. The TCR CDR3 sequence is CASTWSGEDGELFF. Result: 0 (the TCR does not bind to the epitope). (2) The epitope is PROT_97E67BCC. The TCR CDR3 sequence is CASNKLTSGGRDTQYF. Result: 1 (the TCR binds to the epitope). (3) The epitope is IVTDFSVIK. The TCR CDR3 sequence is CASTELGDTHNEQFF. Result: 1 (the TCR binds to the epitope). (4) The epitope is KLWAQCVQL. The TCR CDR3 sequence is CASSPPGLAYNEQFF. Result: 0 (the TCR does not bind to the epitope). (5) The epitope is RLYYDSMSY. The TCR CDR3 sequence is CASSTPRQYNEQFF. Result: 0 (the TCR does not bind to the epitope). (6) The epitope is HTTDPSFLGRY. The TCR CDR3 sequence is CASSLDYSDRASSPLHF. Result: 1 (the TCR binds to the epitope). (7) The epitope is RLRPGGKKK. The TCR CDR3 sequence is CASSQVSGAGELFF. Result: 0 (the TCR does not bind to the epitope). (8) The epitope is GLCTLVAML. The TCR CDR3 sequence is CASSLSYGGLLDTEAFF. Result: 1 (the TCR binds to the epitope). (9) The epitope is DATYQRTRALVR. The TCR CDR3 sequence is CASSESPIGDEPLHF. Result: 1 (the TCR binds to the epitope).